From a dataset of NCI-60 drug combinations with 297,098 pairs across 59 cell lines. Regression. Given two drug SMILES strings and cell line genomic features, predict the synergy score measuring deviation from expected non-interaction effect. Drug 1: CC1=C(C=C(C=C1)C(=O)NC2=CC(=CC(=C2)C(F)(F)F)N3C=C(N=C3)C)NC4=NC=CC(=N4)C5=CN=CC=C5. Drug 2: CC1CCC2CC(C(=CC=CC=CC(CC(C(=O)C(C(C(=CC(C(=O)CC(OC(=O)C3CCCCN3C(=O)C(=O)C1(O2)O)C(C)CC4CCC(C(C4)OC)OCCO)C)C)O)OC)C)C)C)OC. Cell line: OVCAR-5. Synergy scores: CSS=8.33, Synergy_ZIP=4.19, Synergy_Bliss=5.17, Synergy_Loewe=-24.0, Synergy_HSA=-3.89.